The task is: Predict the reactants needed to synthesize the given product.. This data is from Full USPTO retrosynthesis dataset with 1.9M reactions from patents (1976-2016). (1) Given the product [F:37][C:38]1[CH:45]=[CH:44][C:43]([F:46])=[CH:42][C:39]=1[CH2:40][NH:36][CH2:35][C@@H:11]1[CH2:12][C@@H:13]([S:15][C:16]([C:29]2[CH:34]=[CH:33][CH:32]=[CH:31][CH:30]=2)([C:23]2[CH:24]=[CH:25][CH:26]=[CH:27][CH:28]=2)[C:17]2[CH:22]=[CH:21][CH:20]=[CH:19][CH:18]=2)[CH2:14][N:10]1[C:7]1[N:8]=[CH:9][C:4]([CH2:1][CH2:2][CH3:3])=[CH:5][N:6]=1, predict the reactants needed to synthesize it. The reactants are: [CH2:1]([C:4]1[CH:5]=[N:6][C:7]([N:10]2[CH2:14][C@H:13]([S:15][C:16]([C:29]3[CH:34]=[CH:33][CH:32]=[CH:31][CH:30]=3)([C:23]3[CH:28]=[CH:27][CH:26]=[CH:25][CH:24]=3)[C:17]3[CH:22]=[CH:21][CH:20]=[CH:19][CH:18]=3)[CH2:12][C@H:11]2[CH2:35][NH2:36])=[N:8][CH:9]=1)[CH2:2][CH3:3].[F:37][C:38]1[CH:45]=[CH:44][C:43]([F:46])=[CH:42][C:39]=1[CH:40]=O.[BH3-]C#N.[Na+]. (2) Given the product [NH2:28][C:9]1[C:8]([C:4]2[CH:3]=[C:2]([NH:1][C:34]([C:31]3([C:29]#[N:30])[CH2:33][CH2:32]3)=[O:35])[CH:7]=[CH:6][CH:5]=2)=[C:13]([O:14][C:15]2[CH:20]=[CH:19][C:18]([O:21][C:22]3[CH:27]=[CH:26][CH:25]=[CH:24][CH:23]=3)=[CH:17][CH:16]=2)[N:12]=[CH:11][N:10]=1, predict the reactants needed to synthesize it. The reactants are: [NH2:1][C:2]1[CH:3]=[C:4]([C:8]2[C:9]([NH2:28])=[N:10][CH:11]=[N:12][C:13]=2[O:14][C:15]2[CH:20]=[CH:19][C:18]([O:21][C:22]3[CH:27]=[CH:26][CH:25]=[CH:24][CH:23]=3)=[CH:17][CH:16]=2)[CH:5]=[CH:6][CH:7]=1.[C:29]([C:31]1([C:34](O)=[O:35])[CH2:33][CH2:32]1)#[N:30].